This data is from Full USPTO retrosynthesis dataset with 1.9M reactions from patents (1976-2016). The task is: Predict the reactants needed to synthesize the given product. (1) The reactants are: C(N(CC)CC)C.Cl.[CH3:9][O:10][C:11](=[O:24])[C@@H:12]([CH2:14][C:15]1[C:23]2[C:18](=[CH:19][CH:20]=[CH:21][CH:22]=2)[NH:17][CH:16]=1)[NH2:13].[C:25](O[C:25]([O:27][C:28]([CH3:31])([CH3:30])[CH3:29])=[O:26])([O:27][C:28]([CH3:31])([CH3:30])[CH3:29])=[O:26].CN(C1C=CC=CN=1)C.S(=O)(O)[O-].[Na+]. Given the product [C:28]([O:27][C:25]([NH:13][C@H:12]([CH2:14][C:15]1[C:23]2[C:18](=[CH:19][CH:20]=[CH:21][CH:22]=2)[NH:17][CH:16]=1)[C:11]([O:10][CH3:9])=[O:24])=[O:26])([CH3:31])([CH3:30])[CH3:29], predict the reactants needed to synthesize it. (2) Given the product [F:21][C:22]([F:28])([F:27])[S:23]([O:20][C:9]1[CH:10]=[CH:11][C:12]2[C:17](=[C:16]([F:18])[C:15]([F:19])=[CH:14][CH:13]=2)[C:8]=1[F:7])(=[O:25])=[O:24], predict the reactants needed to synthesize it. The reactants are: N1C=CC=CC=1.[F:7][C:8]1[C:17]2[C:12](=[CH:13][CH:14]=[C:15]([F:19])[C:16]=2[F:18])[CH:11]=[CH:10][C:9]=1[OH:20].[F:21][C:22]([F:28])([F:27])[S:23](O)(=[O:25])=[O:24].